From a dataset of Rat liver microsome stability data. Regression/Classification. Given a drug SMILES string, predict its absorption, distribution, metabolism, or excretion properties. Task type varies by dataset: regression for continuous measurements (e.g., permeability, clearance, half-life) or binary classification for categorical outcomes (e.g., BBB penetration, CYP inhibition). Dataset: rlm. (1) The molecule is O=C1C(=O)N(Cc2ccccc2)c2ccccc21. The result is 1 (stable in rat liver microsomes). (2) The compound is CCN(CC)C(=O)Oc1ccc2c(c1)O/C(=C\c1ccc(OCCN3CCCCC3)cc1)C2=O. The result is 1 (stable in rat liver microsomes).